Dataset: Forward reaction prediction with 1.9M reactions from USPTO patents (1976-2016). Task: Predict the product of the given reaction. Given the reactants C(OC([NH:8][C@H:9]([C:11]1[CH:20]=[CH:19][C:14]([C:15]([O:17][CH3:18])=[O:16])=[CH:13][CH:12]=1)[CH3:10])=O)(C)(C)C.FC(F)(F)C(O)=O.[Cl:28]CCl, predict the reaction product. The product is: [ClH:28].[NH2:8][C@H:9]([C:11]1[CH:20]=[CH:19][C:14]([C:15]([O:17][CH3:18])=[O:16])=[CH:13][CH:12]=1)[CH3:10].